This data is from Forward reaction prediction with 1.9M reactions from USPTO patents (1976-2016). The task is: Predict the product of the given reaction. (1) Given the reactants [CH3:1][O:2][C:3]([C:5]1[CH:14]=[C:13]([OH:15])[C:12]2[C:7](=[C:8]([O:17][CH2:18][C:19]3[CH:24]=[CH:23][CH:22]=[CH:21][CH:20]=3)[CH:9]=[CH:10][C:11]=2Br)[N:6]=1)=[O:4].CO[C:27]1[CH:32]=[CH:31][C:30](B(O)O)=[CH:29][CH:28]=1.C1(B(O)O)C=CC=CC=1, predict the reaction product. The product is: [CH3:1][O:2][C:3]([C:5]1[CH:14]=[C:13]([OH:15])[C:12]2[C:7](=[C:8]([O:17][CH2:18][C:19]3[CH:24]=[CH:23][CH:22]=[CH:21][CH:20]=3)[CH:9]=[CH:10][C:11]=2[C:27]2[CH:32]=[CH:31][CH:30]=[CH:29][CH:28]=2)[N:6]=1)=[O:4]. (2) Given the reactants [O-2:1].[O-2].[Ti+4:3].C(=O)([O-])[O-:5].[Na+:8].[Na+], predict the reaction product. The product is: [O-2:5].[O-2:1].[O-2:5].[O-2:5].[O-2:5].[O-2:5].[O-2:5].[Ti+4:3].[Ti+4:3].[Ti+4:3].[Na+:8].[Na+:8]. (3) Given the reactants [Cl:1][C:2]1[S:6][C:5]([C:7]2[N:11]([CH2:12][C:13]3[CH:18]=[CH:17][CH:16]=[CH:15][C:14]=3[F:19])[C:10](=[O:20])[N:9]([CH2:21][C:22]([OH:24])=O)[N:8]=2)=[CH:4][CH:3]=1.[F:25][C:26]([F:38])([F:37])[C:27]1[CH:28]=[C:29]([C:33]([NH2:36])([CH3:35])[CH3:34])[CH:30]=[CH:31][CH:32]=1.C1C=CC2N(O)N=NC=2C=1.C(Cl)CCl, predict the reaction product. The product is: [Cl:1][C:2]1[S:6][C:5]([C:7]2[N:11]([CH2:12][C:13]3[CH:18]=[CH:17][CH:16]=[CH:15][C:14]=3[F:19])[C:10](=[O:20])[N:9]([CH2:21][C:22]([NH:36][C:33]([CH3:35])([C:29]3[CH:30]=[CH:31][CH:32]=[C:27]([C:26]([F:25])([F:37])[F:38])[CH:28]=3)[CH3:34])=[O:24])[N:8]=2)=[CH:4][CH:3]=1. (4) Given the reactants [CH2:1]1[O:5][C:4]2[CH:6]=[C:7]([OH:10])[CH:8]=[CH:9][C:3]=2[O:2]1.[H-].[Na+].[CH3:13]N(C=O)C, predict the reaction product. The product is: [CH3:13][O:10][C:7]1[CH:8]=[CH:9][C:3]2[O:2][CH2:1][O:5][C:4]=2[CH:6]=1.